This data is from Forward reaction prediction with 1.9M reactions from USPTO patents (1976-2016). The task is: Predict the product of the given reaction. (1) The product is: [C:2]([N+:6]([O-:7])=[CH:24][C:23]1[CH:26]=[CH:27][CH:28]=[CH:29][C:22]=1[N:19]1[CH2:20][CH2:21][N:16]([C:13]2[CH:12]=[CH:11][C:10]([C:9]([F:31])([F:8])[F:30])=[CH:15][N:14]=2)[CH2:17][CH2:18]1)([CH3:5])([CH3:4])[CH3:3]. Given the reactants Cl.[C:2]([NH:6][OH:7])([CH3:5])([CH3:4])[CH3:3].[F:8][C:9]([F:31])([F:30])[C:10]1[CH:11]=[CH:12][C:13]([N:16]2[CH2:21][CH2:20][N:19]([C:22]3[CH:29]=[CH:28][CH:27]=[CH:26][C:23]=3[CH:24]=O)[CH2:18][CH2:17]2)=[N:14][CH:15]=1, predict the reaction product. (2) Given the reactants [CH3:1][O:2][CH2:3][C:4]1[CH:9]=[C:8]([C:10]([OH:12])=O)[CH:7]=[CH:6][C:5]=1[C:13]1[CH:18]=[CH:17][CH:16]=[CH:15][C:14]=1[CH3:19].O[N:21]=[C:22]([C:24]1[CH:29]=[CH:28][CH:27]=[C:26]([S:30]([CH3:33])(=[O:32])=[O:31])[CH:25]=1)[NH2:23], predict the reaction product. The product is: [CH3:1][O:2][CH2:3][C:4]1[CH:9]=[C:8]([C:10]2[O:12][N:23]=[C:22]([C:24]3[CH:29]=[CH:28][CH:27]=[C:26]([S:30]([CH3:33])(=[O:32])=[O:31])[CH:25]=3)[N:21]=2)[CH:7]=[CH:6][C:5]=1[C:13]1[CH:18]=[CH:17][CH:16]=[CH:15][C:14]=1[CH3:19].